From a dataset of Retrosynthesis with 50K atom-mapped reactions and 10 reaction types from USPTO. Predict the reactants needed to synthesize the given product. (1) Given the product COc1ccc(F)cc1C(C)(C)CC(O)(CNc1cc(C)cc2c1cnn2-c1cccc(C(=O)N[C@H](C)C(N)=O)c1)C(F)(F)F, predict the reactants needed to synthesize it. The reactants are: COc1ccc(F)cc1C(C)(C)CC(O)(CNc1cc(C)cc2c1cnn2-c1cccc(C(=O)O)c1)C(F)(F)F.C[C@@H](N)C(N)=O. (2) Given the product CCOC(=O)c1ccc(/C=C(\C)c2ccc3c(c2)C(C)(C)CC3(C)C)cc1, predict the reactants needed to synthesize it. The reactants are: CC(c1ccc2c(c1)C(C)(C)CC2(C)C)[P+](c1ccccc1)(c1ccccc1)c1ccccc1.CCOC(=O)c1ccc(C=O)cc1. (3) Given the product C#CCN1CCN(c2cccnc2)C1=O, predict the reactants needed to synthesize it. The reactants are: C#CCBr.O=C1NCCN1c1cccnc1. (4) Given the product Cc1cc(NCCc2ccccn2)c2nc(-c3cccc(C)n3)c(-c3ccnc(O)n3)n2c1, predict the reactants needed to synthesize it. The reactants are: Cc1cc(Br)c2nc(-c3cccc(C)n3)c(-c3ccnc(O)n3)n2c1.NCCc1ccccn1. (5) The reactants are: COC(=O)c1ccc(C)c(Nc2nc(-c3ccncc3)cs2)c1.N#Cc1ccc(N)cc1. Given the product Cc1ccc(C(=O)Nc2ccc(C#N)cc2)cc1Nc1nc(-c2ccncc2)cs1, predict the reactants needed to synthesize it. (6) The reactants are: CCCCCCCCCCN.O=S(=O)(F)C(F)(F)C(F)(F)C(F)(F)C(F)(F)C(F)(F)C(F)(F)C(F)(F)C(F)(F)F. Given the product CCCCCCCCCCNS(=O)(=O)C(F)(F)C(F)(F)C(F)(F)C(F)(F)C(F)(F)C(F)(F)C(F)(F)C(F)(F)F, predict the reactants needed to synthesize it.